From a dataset of Forward reaction prediction with 1.9M reactions from USPTO patents (1976-2016). Predict the product of the given reaction. (1) Given the reactants [N:1]([CH2:4][C:5]1[N:6]=[CH:7][C:8]([C:11]([OH:13])=O)=[N:9][CH:10]=1)=[N+:2]=[N-:3].Cl.[CH3:15][C:16]1[S:17][C:18]([CH2:21][NH2:22])=[CH:19][N:20]=1.C(N(CC)CC)C, predict the reaction product. The product is: [N:1]([CH2:4][C:5]1[N:6]=[CH:7][C:8]([C:11]([NH:22][CH2:21][C:18]2[S:17][C:16]([CH3:15])=[N:20][CH:19]=2)=[O:13])=[N:9][CH:10]=1)=[N+:2]=[N-:3]. (2) Given the reactants [F:1][C:2]1[CH:7]=[C:6]([C:8]([F:11])([F:10])[F:9])[CH:5]=[CH:4][C:3]=1[CH2:12][CH2:13][NH:14][C:15]1[N:20]=[C:19]([O:21][CH3:22])[N:18]=[C:17]([C:23]2[CH:24]=[C:25]([OH:29])[CH:26]=[CH:27][CH:28]=2)[CH:16]=1.C([O-])([O-])=O.[Cs+].[Cs+].[CH2:36]([CH:38]1[O:40][CH2:39]1)Cl, predict the reaction product. The product is: [F:1][C:2]1[CH:7]=[C:6]([C:8]([F:9])([F:10])[F:11])[CH:5]=[CH:4][C:3]=1[CH2:12][CH2:13][NH:14][C:15]1[CH:16]=[C:17]([C:23]2[CH:28]=[CH:27][CH:26]=[C:25]([O:29][CH2:36][CH:38]3[CH2:39][O:40]3)[CH:24]=2)[N:18]=[C:19]([O:21][CH3:22])[N:20]=1.